This data is from Forward reaction prediction with 1.9M reactions from USPTO patents (1976-2016). The task is: Predict the product of the given reaction. (1) Given the reactants [CH3:1][C@:2]12[C:9]([CH3:11])([CH3:10])[CH:6]([CH2:7][CH2:8]1)[C:5](=[O:12])[CH2:4][C:3]2=[O:13].C(N(CC)CC)C.[F:21][C:22]([F:33])([F:32])[C:23]1[CH:24]=[C:25]([N:29]=[C:30]=[O:31])[CH:26]=[CH:27][CH:28]=1.Cl, predict the reaction product. The product is: [F:21][C:22]([F:32])([F:33])[C:23]1[CH:24]=[C:25]([NH:29][C:30]([CH:4]2[C:5](=[O:12])[CH:6]3[C:9]([CH3:10])([CH3:11])[C@@:2]([CH3:1])([CH2:8][CH2:7]3)[C:3]2=[O:13])=[O:31])[CH:26]=[CH:27][CH:28]=1. (2) Given the reactants [N+:1]([C:4]1[CH:5]=[CH:6][C:7]2[O:11][C:10]([C:12]([OH:14])=[O:13])=[CH:9][C:8]=2[CH:15]=1)([O-:3])=[O:2].[CH3:16][CH2:17]O, predict the reaction product. The product is: [CH2:16]([O:13][C:12]([C:10]1[O:11][C:7]2[CH:6]=[CH:5][C:4]([N+:1]([O-:3])=[O:2])=[CH:15][C:8]=2[CH:9]=1)=[O:14])[CH3:17]. (3) Given the reactants [OH:1][CH:2]([C:23]1[CH:28]=[CH:27][C:26]([O:29][CH3:30])=[CH:25][CH:24]=1)[CH2:3][CH2:4][N:5]1[CH2:10][CH2:9][CH:8]([C:11]2[CH:12]=[C:13]([NH:17][C:18](=[O:22])[CH:19]([CH3:21])[CH3:20])[CH:14]=[CH:15][CH:16]=2)[CH2:7][CH2:6]1.[F:31][C:32]([F:41])([F:40])[C:33]1[CH:38]=[CH:37][C:36](O)=[CH:35][CH:34]=1, predict the reaction product. The product is: [CH3:30][O:29][C:26]1[CH:25]=[CH:24][C:23]([CH:2]([O:1][C:36]2[CH:37]=[CH:38][C:33]([C:32]([F:41])([F:40])[F:31])=[CH:34][CH:35]=2)[CH2:3][CH2:4][N:5]2[CH2:10][CH2:9][CH:8]([C:11]3[CH:12]=[C:13]([NH:17][C:18](=[O:22])[CH:19]([CH3:21])[CH3:20])[CH:14]=[CH:15][CH:16]=3)[CH2:7][CH2:6]2)=[CH:28][CH:27]=1. (4) Given the reactants CC1(C)CC(O)CC(C)(C)N1[O:11][C:12]12[CH2:19][CH2:18][C:15]([C:20]3[CH:25]=[CH:24][CH:23]=[C:22]([O:26][C:27]4[CH:32]=[CH:31][CH:30]=[CH:29][CH:28]=4)[CH:21]=3)([CH2:16][CH2:17]1)[O:14][CH2:13]2.CC(O)=O.O, predict the reaction product. The product is: [O:26]([C:22]1[CH:21]=[C:20]([C:15]23[CH2:18][CH2:19][C:12]([OH:11])([CH2:17][CH2:16]2)[CH2:13][O:14]3)[CH:25]=[CH:24][CH:23]=1)[C:27]1[CH:32]=[CH:31][CH:30]=[CH:29][CH:28]=1. (5) The product is: [CH:1]1([NH:4][C:5](=[O:38])[C:6]2[CH:11]=[C:10]([C:12]3[CH:13]=[C:14]4[C:19](=[CH:20][CH:21]=3)[C:18](=[O:22])[N:17]([CH2:23][C:24]3[CH:25]=[CH:26][C:27]([S:30]([CH3:33])(=[O:31])=[O:32])=[CH:28][CH:29]=3)[CH:16]=[C:15]4[CH2:34][N:43]3[CH2:44][CH2:45][N:40]([CH3:39])[CH2:41][CH2:42]3)[C:9]([CH3:36])=[C:8]([F:37])[CH:7]=2)[CH2:2][CH2:3]1. Given the reactants [CH:1]1([NH:4][C:5](=[O:38])[C:6]2[CH:11]=[C:10]([C:12]3[CH:13]=[C:14]4[C:19](=[CH:20][CH:21]=3)[C:18](=[O:22])[N:17]([CH2:23][C:24]3[CH:29]=[CH:28][C:27]([S:30]([CH3:33])(=[O:32])=[O:31])=[CH:26][CH:25]=3)[CH:16]=[C:15]4[CH:34]=O)[C:9]([CH3:36])=[C:8]([F:37])[CH:7]=2)[CH2:3][CH2:2]1.[CH3:39][N:40]1[CH2:45][CH2:44][NH:43][CH2:42][CH2:41]1, predict the reaction product.